This data is from Forward reaction prediction with 1.9M reactions from USPTO patents (1976-2016). The task is: Predict the product of the given reaction. (1) The product is: [Br:28][C:29]1[CH:34]=[CH:33][CH:32]=[CH:31][C:30]=1[S:35]([NH:13][C:6]1[C:7]2[C:12](=[CH:11][CH:10]=[CH:9][CH:8]=2)[C:3]([O:2][CH3:1])=[C:4]([S:22][CH2:23][C:24]([O:26][CH3:27])=[O:25])[CH:5]=1)(=[O:37])=[O:36]. Given the reactants [CH3:1][O:2][C:3]1[C:12]2[C:7](=[CH:8][CH:9]=[CH:10][CH:11]=2)[C:6]([NH:13]S(C2SC=CC=2)(=O)=O)=[CH:5][C:4]=1[S:22][CH2:23][C:24]([O:26][CH3:27])=[O:25].[Br:28][C:29]1[CH:34]=[CH:33][CH:32]=[CH:31][C:30]=1[S:35](Cl)(=[O:37])=[O:36], predict the reaction product. (2) Given the reactants [NH2:1][C:2]1[CH:7]=[C:6]([C:8]2[S:9][CH:10]=[CH:11][CH:12]=2)[CH:5]=[CH:4][C:3]=1[NH:13][C:14](=O)[CH:15]([C:26]1[CH:31]=[CH:30][CH:29]=[CH:28][CH:27]=1)[C:16]([O:18][CH2:19][C:20]1[CH:25]=[CH:24][CH:23]=[CH:22][CH:21]=1)=[O:17], predict the reaction product. The product is: [C:26]1([CH:15]([C:14]2[NH:1][C:2]3[CH:7]=[C:6]([C:8]4[S:9][CH:10]=[CH:11][CH:12]=4)[CH:5]=[CH:4][C:3]=3[N:13]=2)[C:16]([O:18][CH2:19][C:20]2[CH:25]=[CH:24][CH:23]=[CH:22][CH:21]=2)=[O:17])[CH:31]=[CH:30][CH:29]=[CH:28][CH:27]=1. (3) Given the reactants S[C:2]1[N:7]=[C:6]([N:8]([CH3:10])[CH3:9])[C:5]2[CH2:11][O:12][C:13]([CH3:16])([CH3:15])[CH2:14][C:4]=2[C:3]=1[C:17]#[N:18].BrCC[OH:22], predict the reaction product. The product is: [CH3:15][C:13]1([CH3:16])[O:12][CH2:11][C:5]2=[C:6]([N:8]([CH3:10])[CH3:9])[NH:7][C:2](=[O:22])[C:3]([C:17]#[N:18])=[C:4]2[CH2:14]1. (4) Given the reactants Cl[C:2]1[N:7]=[C:6]([N:8]([CH2:18][CH3:19])[CH2:9][C:10]2[CH:15]=[CH:14][C:13]([O:16][CH3:17])=[CH:12][CH:11]=2)[C:5]2=[N:20][CH:21]=[C:22]([C:23]#[N:24])[N:4]2[N:3]=1.[CH3:25][N:26]([CH2:28][C@@H:29]1[CH2:31][C@H:30]1[C:32]1[C:40]2[C:35](=[CH:36][C:37]([C:41]#[N:42])=[CH:38][CH:39]=2)[NH:34][CH:33]=1)[CH3:27].CC(C1C=C(C(C)C)C(C2C(P(C3CCCCC3)C3CCCCC3)=C(OC)C=CC=2OC)=C(C(C)C)C=1)C.C([O-])([O-])=O.[Cs+].[Cs+], predict the reaction product. The product is: [C:41]([C:37]1[CH:36]=[C:35]2[C:40]([C:32]([C@@H:30]3[CH2:31][C@H:29]3[CH2:28][N:26]([CH3:27])[CH3:25])=[CH:33][N:34]2[C:2]2[N:7]=[C:6]([N:8]([CH2:18][CH3:19])[CH2:9][C:10]3[CH:15]=[CH:14][C:13]([O:16][CH3:17])=[CH:12][CH:11]=3)[C:5]3=[N:20][CH:21]=[C:22]([C:23]#[N:24])[N:4]3[N:3]=2)=[CH:39][CH:38]=1)#[N:42]. (5) Given the reactants [CH:1]1[C:6]([CH:7]=[O:8])=[CH:5][C:4](Br)=[CH:3][C:2]=1[CH:10]=[O:11].C([C:14]1[CH:15]=[C:16](B(O)O)[CH:17]=[CH:18][CH:19]=1)=O.[C:23](=O)([O-])[O-:24].[K+].[K+].N#N, predict the reaction product. The product is: [C:4]1([C:14]2[CH:15]=[CH:16][CH:17]=[CH:18][CH:19]=2)[CH2:3][C:2]([CH:23]=[O:24])([CH:10]=[O:11])[CH:1]=[C:6]([CH:7]=[O:8])[CH:5]=1.